The task is: Predict the reaction yield, written as a fraction of the theoretical maximum amount of product (1.0 means a 100% yield; for example, 0.34 means a 34% yield).. This data is from Reaction yield outcomes from USPTO patents with 853,638 reactions. The reactants are Br[C:2]1[CH:3]=[C:4]2[C:8](=[C:9]([CH3:11])[CH:10]=1)[C:7](=[O:12])[N:6]([CH2:13][C:14]1[CH:19]=[CH:18][C:17]([O:20][C:21]([F:24])([F:23])[F:22])=[CH:16][CH:15]=1)[CH2:5]2.O.[CH3:26][N:27](C)C=O. The catalyst is [C-]#N.[Zn+2].[C-]#N.C1(P(C2C=CC=CC=2)[C-]2C=CC=C2)C=CC=CC=1.[C-]1(P(C2C=CC=CC=2)C2C=CC=CC=2)C=CC=C1.[Fe+2].C1C=CC(/C=C/C(/C=C/C2C=CC=CC=2)=O)=CC=1.C1C=CC(/C=C/C(/C=C/C2C=CC=CC=2)=O)=CC=1.C1C=CC(/C=C/C(/C=C/C2C=CC=CC=2)=O)=CC=1.[Pd].[Pd]. The product is [CH3:11][C:9]1[CH:10]=[C:2]([C:26]#[N:27])[CH:3]=[C:4]2[C:8]=1[C:7](=[O:12])[N:6]([CH2:13][C:14]1[CH:19]=[CH:18][C:17]([O:20][C:21]([F:22])([F:24])[F:23])=[CH:16][CH:15]=1)[CH2:5]2. The yield is 0.400.